This data is from Full USPTO retrosynthesis dataset with 1.9M reactions from patents (1976-2016). The task is: Predict the reactants needed to synthesize the given product. (1) Given the product [Br:16][CH2:15][CH2:14][O:13][C:12]1[CH:17]=[CH:18][C:9]([OH:8])=[CH:10][CH:11]=1, predict the reactants needed to synthesize it. The reactants are: C([O:8][C:9]1[CH:18]=[CH:17][C:12]([O:13][CH2:14][CH2:15][Br:16])=[CH:11][CH:10]=1)C1C=CC=CC=1. (2) Given the product [CH2:1]([O:3][C:4]([C:6]1[CH:15]=[CH:14][C:13]2[C:8](=[CH:9][CH:10]=[C:11]([O:16][CH2:43][CH2:42][CH:38]3[CH2:39][CH2:40][CH2:41][N:37]3[CH3:36])[CH:12]=2)[N:7]=1)=[O:5])[CH3:2], predict the reactants needed to synthesize it. The reactants are: [CH2:1]([O:3][C:4]([C:6]1[CH:15]=[CH:14][C:13]2[C:8](=[CH:9][CH:10]=[C:11]([OH:16])[CH:12]=2)[N:7]=1)=[O:5])[CH3:2].C1(P(C2C=CC=CC=2)C2C=CC=CC=2)C=CC=CC=1.[CH3:36][N:37]1[CH2:41][CH2:40][CH2:39][CH:38]1[CH2:42][CH2:43]O. (3) Given the product [NH2:17][C:14]1[CH:15]=[CH:16][C:7]([O:6][CH:3]([CH2:4][CH3:5])[CH2:1][CH3:2])=[C:8]([CH:13]=1)[C:9]([O:11][CH3:12])=[O:10], predict the reactants needed to synthesize it. The reactants are: [CH2:1]([CH:3]([O:6][C:7]1[CH:16]=[CH:15][C:14]([N+:17]([O-])=O)=[CH:13][C:8]=1[C:9]([O:11][CH3:12])=[O:10])[CH2:4][CH3:5])[CH3:2].